This data is from Peptide-MHC class II binding affinity with 134,281 pairs from IEDB. The task is: Regression. Given a peptide amino acid sequence and an MHC pseudo amino acid sequence, predict their binding affinity value. This is MHC class II binding data. (1) The peptide sequence is GELQIVDKIDAAFGI. The MHC is DRB1_1302 with pseudo-sequence DRB1_1302. The binding affinity (normalized) is 0.670. (2) The peptide sequence is INVGFKAAVAAAAGV. The MHC is DRB4_0101 with pseudo-sequence DRB4_0103. The binding affinity (normalized) is 0.326.